The task is: Regression. Given two drug SMILES strings and cell line genomic features, predict the synergy score measuring deviation from expected non-interaction effect.. This data is from NCI-60 drug combinations with 297,098 pairs across 59 cell lines. (1) Drug 1: C1=C(C(=O)NC(=O)N1)N(CCCl)CCCl. Drug 2: C1CN(P(=O)(OC1)NCCCl)CCCl. Cell line: KM12. Synergy scores: CSS=5.45, Synergy_ZIP=0.271, Synergy_Bliss=-0.0517, Synergy_Loewe=-3.84, Synergy_HSA=-0.485. (2) Drug 1: C1=CN(C=N1)CC(O)(P(=O)(O)O)P(=O)(O)O. Drug 2: CCC1(C2=C(COC1=O)C(=O)N3CC4=CC5=C(C=CC(=C5CN(C)C)O)N=C4C3=C2)O.Cl. Cell line: IGROV1. Synergy scores: CSS=16.6, Synergy_ZIP=-6.27, Synergy_Bliss=-1.81, Synergy_Loewe=-26.5, Synergy_HSA=-2.34. (3) Drug 1: C1=C(C(=O)NC(=O)N1)F. Drug 2: CC1=C2C(C(=O)C3(C(CC4C(C3C(C(C2(C)C)(CC1OC(=O)C(C(C5=CC=CC=C5)NC(=O)C6=CC=CC=C6)O)O)OC(=O)C7=CC=CC=C7)(CO4)OC(=O)C)O)C)OC(=O)C. Cell line: LOX IMVI. Synergy scores: CSS=36.3, Synergy_ZIP=-11.3, Synergy_Bliss=-14.7, Synergy_Loewe=-10.2, Synergy_HSA=-7.43. (4) Drug 1: CC12CCC3C(C1CCC2=O)CC(=C)C4=CC(=O)C=CC34C. Drug 2: CCCCC(=O)OCC(=O)C1(CC(C2=C(C1)C(=C3C(=C2O)C(=O)C4=C(C3=O)C=CC=C4OC)O)OC5CC(C(C(O5)C)O)NC(=O)C(F)(F)F)O. Cell line: RPMI-8226. Synergy scores: CSS=44.7, Synergy_ZIP=-0.564, Synergy_Bliss=-3.65, Synergy_Loewe=-3.40, Synergy_HSA=-2.99. (5) Drug 1: CCC1(C2=C(COC1=O)C(=O)N3CC4=CC5=C(C=CC(=C5CN(C)C)O)N=C4C3=C2)O.Cl. Drug 2: CC12CCC3C(C1CCC2OP(=O)(O)O)CCC4=C3C=CC(=C4)OC(=O)N(CCCl)CCCl.[Na+]. Cell line: PC-3. Synergy scores: CSS=20.7, Synergy_ZIP=1.41, Synergy_Bliss=1.82, Synergy_Loewe=-16.1, Synergy_HSA=-1.12.